Predict the product of the given reaction. From a dataset of Forward reaction prediction with 1.9M reactions from USPTO patents (1976-2016). The product is: [C:12]([C:9]1[CH:10]=[C:11]2[C:6](=[CH:7][C:8]=1[OH:14])[N:5]=[CH:4][CH:3]=[C:2]2[NH:15][C:16]1[CH:17]=[C:18]2[C:22](=[CH:23][CH:24]=1)[NH:21][C:20]([CH3:25])=[C:19]2[CH3:26])#[N:13]. Given the reactants Cl[C:2]1[C:11]2[C:6](=[CH:7][C:8]([OH:14])=[C:9]([C:12]#[N:13])[CH:10]=2)[N:5]=[CH:4][CH:3]=1.[NH2:15][C:16]1[CH:17]=[C:18]2[C:22](=[CH:23][CH:24]=1)[NH:21][C:20]([CH3:25])=[C:19]2[CH3:26].Cl, predict the reaction product.